Dataset: Reaction yield outcomes from USPTO patents with 853,638 reactions. Task: Predict the reaction yield, written as a fraction of the theoretical maximum amount of product (1.0 means a 100% yield; for example, 0.34 means a 34% yield). (1) The reactants are C(O[C:9]([N:11]1[CH2:16][CH2:15][CH:14]([CH:17]([O:22][C:23]2[CH:45]=[CH:44][C:26]3[C:27]4[N:31]([CH2:32][CH2:33][O:34][C:25]=3[CH:24]=2)[CH:30]=[C:29]([C:35]2[N:36]([CH:41]([CH3:43])[CH3:42])[N:37]=[C:38]([CH3:40])[N:39]=2)[N:28]=4)[C:18]([F:21])([F:20])[F:19])[CH2:13][CH2:12]1)=[O:10])C1C=CC=CC=1.CO.[CH3:48]CN(C(C)C)C(C)C.C(Cl)(=O)C. The catalyst is [Pd].CC(C)=O. The product is [F:21][C:18]([F:19])([F:20])[CH:17]([CH:14]1[CH2:15][CH2:16][N:11]([C:9](=[O:10])[CH3:48])[CH2:12][CH2:13]1)[O:22][C:23]1[CH:45]=[CH:44][C:26]2[C:27]3[N:31]([CH:30]=[C:29]([C:35]4[N:36]([CH:41]([CH3:43])[CH3:42])[N:37]=[C:38]([CH3:40])[N:39]=4)[N:28]=3)[CH2:32][CH2:33][O:34][C:25]=2[CH:24]=1. The yield is 0.0800. (2) The reactants are [O:1]([CH2:8][CH2:9][S:10][CH2:11][C:12]([OH:14])=O)[C:2]1[CH:7]=[CH:6][CH:5]=[CH:4][CH:3]=1.CCOC1N(C(OCC)=O)C2C(=CC=CC=2)C=C1.[NH:33]1[C:41]2[C:36](=[CH:37][CH:38]=[C:39]([C:42]([NH:44][NH2:45])=[O:43])[CH:40]=2)[CH:35]=[CH:34]1.O(CCSCC(NNC(C1C=CC2C=C(CN(C)C)OC=2C=1)=O)=O)C1C=CC=CC=1. No catalyst specified. The product is [O:1]([CH2:8][CH2:9][S:10][CH2:11][C:12]([NH:45][NH:44][C:42]([C:39]1[CH:40]=[C:41]2[C:36]([CH:35]=[CH:34][NH:33]2)=[CH:37][CH:38]=1)=[O:43])=[O:14])[C:2]1[CH:3]=[CH:4][CH:5]=[CH:6][CH:7]=1. The yield is 0.700. (3) The reactants are I([O-])(=O)(=O)=O.[Na+].[Cl:7][C:8]1[CH:9]=[C:10]([C@@H:16]([CH2:20][CH:21]2[CH2:24][C:23](=[O:25])[CH2:22]2)[C:17]([OH:19])=[O:18])[CH:11]=[CH:12][C:13]=1[S:14][CH3:15].[Mn]([O-])(=O)(=O)=[O:27].[K+].[OH2:32]. The catalyst is CO. The product is [Cl:7][C:8]1[CH:9]=[C:10]([C@@H:16]([CH2:20][CH:21]2[CH2:22][C:23](=[O:25])[CH2:24]2)[C:17]([OH:19])=[O:18])[CH:11]=[CH:12][C:13]=1[S:14]([CH3:15])(=[O:27])=[O:32]. The yield is 0.270. (4) The reactants are [CH2:1]([O:5][C:6]([C:8]1([C:11](=[O:14])[CH2:12]Br)[CH2:10][CH2:9]1)=[O:7])[CH2:2][CH2:3][CH3:4].[CH3:15][O:16][P:17]([O:20]C)[O:18][CH3:19]. The catalyst is C1(C)C=CC=CC=1. The product is [CH2:1]([O:5][C:6]([C:8]1([C:11](=[O:14])[CH2:12][P:17]([O:18][CH3:19])([O:16][CH3:15])=[O:20])[CH2:10][CH2:9]1)=[O:7])[CH2:2][CH2:3][CH3:4]. The yield is 0.590. (5) The reactants are [Cl:1][C:2]1[C:3]([NH:17][C:18]2C=[CH:24][CH:23]=[CH:22][C:19]=2C#N)=[CH:4][C:5]([NH:8][C:9]2[N:13]([CH2:14][CH3:15])[N:12]=[C:11]([CH3:16])[CH:10]=2)=[N:6][CH:7]=1.[OH-].[Na+].[C:28]([O:31]CC)(=[O:30])[CH3:29]. The product is [Cl:1][C:2]1[C:3]([NH:17][C:18]2[CH:19]=[CH:22][CH:23]=[CH:24][C:29]=2[C:28]([OH:31])=[O:30])=[CH:4][C:5]([NH:8][C:9]2[N:13]([CH2:14][CH3:15])[N:12]=[C:11]([CH3:16])[CH:10]=2)=[N:6][CH:7]=1. The catalyst is O1CCOCC1. The yield is 0.661. (6) The reactants are [Cl:1][C:2]1[C:7]([C:8]([NH:10][CH2:11][C:12]2[CH:17]=[CH:16][CH:15]=[C:14]([F:18])[CH:13]=2)=[O:9])=[C:6]([CH3:19])[CH:5]=[C:4](Cl)[N:3]=1.[NH:21]1[CH2:26][CH2:25][S:24][CH2:23][CH2:22]1.C([O-])([O-])=O.[Cs+].[Cs+]. The catalyst is O1CCOCC1.C1C=CC([P]([Pd]([P](C2C=CC=CC=2)(C2C=CC=CC=2)C2C=CC=CC=2)([P](C2C=CC=CC=2)(C2C=CC=CC=2)C2C=CC=CC=2)[P](C2C=CC=CC=2)(C2C=CC=CC=2)C2C=CC=CC=2)(C2C=CC=CC=2)C2C=CC=CC=2)=CC=1. The product is [Cl:1][C:2]1[C:7]([C:8]([NH:10][CH2:11][C:12]2[CH:17]=[CH:16][CH:15]=[C:14]([F:18])[CH:13]=2)=[O:9])=[C:6]([CH3:19])[CH:5]=[C:4]([N:21]2[CH2:26][CH2:25][S:24][CH2:23][CH2:22]2)[N:3]=1. The yield is 0.490.